From a dataset of Reaction yield outcomes from USPTO patents with 853,638 reactions. Predict the reaction yield, written as a fraction of the theoretical maximum amount of product (1.0 means a 100% yield; for example, 0.34 means a 34% yield). (1) The reactants are [B:10]1([B:10]2[O:14][C:13]([CH3:16])([CH3:15])[C:12]([CH3:18])([CH3:17])[O:11]2)[O:14][C:13]([CH3:16])([CH3:15])[C:12]([CH3:18])([CH3:17])[O:11]1.CC([O-])=O.[K+].FC(F)(F)S(O[C:30]1[CH2:31][CH2:32][N:33]([C:36]([O:38][C:39]([CH3:42])([CH3:41])[CH3:40])=[O:37])[CH2:34][CH:35]=1)(=O)=O. The catalyst is O1CCOCC1.C1C=CC(P(C2C=CC=CC=2)[C-]2C=CC=C2)=CC=1.C1C=CC(P(C2C=CC=CC=2)[C-]2C=CC=C2)=CC=1.[Fe+2]. The product is [CH3:16][C:13]1([CH3:15])[C:12]([CH3:17])([CH3:18])[O:11][B:10]([C:30]2[CH2:35][CH2:34][N:33]([C:36]([O:38][C:39]([CH3:42])([CH3:41])[CH3:40])=[O:37])[CH2:32][CH:31]=2)[O:14]1. The yield is 0.760. (2) The reactants are [CH3:1][N:2]1[C:6]2[CH:7]=[CH:8][C:9]([C:11]([F:14])([F:13])[F:12])=[CH:10][C:5]=2[N:4]([CH2:15][C@H:16]2[CH2:21][CH2:20][C@H:19]([C:22](O)=[O:23])[CH2:18][CH2:17]2)[C:3]1=[O:25].CN(C(ON1N=NC2C=CC=NC1=2)=[N+](C)C)C.F[P-](F)(F)(F)(F)F.[NH:50]1[CH2:55][CH2:54][O:53][CH2:52][CH2:51]1.C(N(CC)CC)C.[Cl-].[NH4+]. The catalyst is CS(C)=O.C(Cl)Cl. The product is [CH3:1][N:2]1[C:6]2[CH:7]=[CH:8][C:9]([C:11]([F:12])([F:14])[F:13])=[CH:10][C:5]=2[N:4]([CH2:15][C@H:16]2[CH2:21][CH2:20][C@H:19]([C:22]([N:50]3[CH2:55][CH2:54][O:53][CH2:52][CH2:51]3)=[O:23])[CH2:18][CH2:17]2)[C:3]1=[O:25]. The yield is 0.270.